From a dataset of Full USPTO retrosynthesis dataset with 1.9M reactions from patents (1976-2016). Predict the reactants needed to synthesize the given product. (1) Given the product [C:1]([N:5]1[C:9]([C:10]2[CH:11]=[CH:12][C:13]([F:16])=[CH:14][CH:15]=2)=[C:8]([C:17]2[S:18][CH:19]=[C:20]([CH2:22][C:23]([N:28]([CH3:29])[CH3:27])=[O:24])[N:21]=2)[CH:7]=[N:6]1)([CH3:4])([CH3:3])[CH3:2], predict the reactants needed to synthesize it. The reactants are: [C:1]([N:5]1[C:9]([C:10]2[CH:15]=[CH:14][C:13]([F:16])=[CH:12][CH:11]=2)=[C:8]([C:17]2[S:18][CH:19]=[C:20]([CH2:22][C:23](O)=[O:24])[N:21]=2)[CH:7]=[N:6]1)([CH3:4])([CH3:3])[CH3:2].[Cl-].[CH3:27][NH2+:28][CH3:29]. (2) Given the product [Si:54]([O:61][C@H:62]1[CH2:67][C:66](=[O:68])[O:65][C@H:64](/[CH:69]=[CH:15]/[C:14]2[C:9]([C:6]3[CH:7]=[CH:8][C:3]([F:2])=[CH:4][CH:5]=3)=[N:10][C:11]([N:38]([CH3:43])[S:39]([CH3:42])(=[O:40])=[O:41])=[N:12][C:13]=2[CH:35]([CH3:37])[CH3:36])[CH2:63]1)([C:57]([CH3:60])([CH3:59])[CH3:58])([CH3:56])[CH3:55], predict the reactants needed to synthesize it. The reactants are: [Br-].[F:2][C:3]1[CH:8]=[CH:7][C:6]([C:9]2[C:14]([CH2:15][P+](C3C=CC=CC=3)(C3C=CC=CC=3)C3C=CC=CC=3)=[C:13]([CH:35]([CH3:37])[CH3:36])[N:12]=[C:11]([N:38]([CH3:43])[S:39]([CH3:42])(=[O:41])=[O:40])[N:10]=2)=[CH:5][CH:4]=1.C[Si](C)(C)N[Si](C)(C)C.[Li].[Si:54]([O:61][C@H:62]1[CH2:67][C:66](=[O:68])[O:65][C@H:64]([CH:69]=O)[CH2:63]1)([C:57]([CH3:60])([CH3:59])[CH3:58])([CH3:56])[CH3:55].[Cl-].[NH4+].